Dataset: Full USPTO retrosynthesis dataset with 1.9M reactions from patents (1976-2016). Task: Predict the reactants needed to synthesize the given product. (1) Given the product [CH:25]([O:28][C:29](=[O:50])[C@H:30]([CH2:42][C:43]1[CH:44]=[CH:45][C:46]([NH:49][C:4](=[O:6])[C:3]2[CH:7]=[C:8]([CH2:11][N:12]([CH:14]=[O:15])[CH3:13])[CH:9]=[CH:10][C:2]=2[NH:1][C:20]([O:22][CH2:23][CH3:24])=[O:21])=[CH:47][CH:48]=1)[NH:31][C:32](=[O:41])[C:33]1[C:34]([Cl:40])=[CH:35][CH:36]=[CH:37][C:38]=1[Cl:39])([CH3:27])[CH3:26], predict the reactants needed to synthesize it. The reactants are: [NH2:1][C:2]1[CH:10]=[CH:9][C:8]([CH2:11][N:12]([CH:14]=[O:15])[CH3:13])=[CH:7][C:3]=1[C:4]([OH:6])=O.C(#N)C.Cl[C:20]([O:22][CH2:23][CH3:24])=[O:21].[CH:25]([O:28][C:29](=[O:50])[C@H:30]([CH2:42][C:43]1[CH:48]=[CH:47][C:46]([NH2:49])=[CH:45][CH:44]=1)[NH:31][C:32](=[O:41])[C:33]1[C:38]([Cl:39])=[CH:37][CH:36]=[CH:35][C:34]=1[Cl:40])([CH3:27])[CH3:26]. (2) Given the product [N:10]1([C:9]2[CH:8]=[CH:7][N:6]=[CH:5][C:4]=2[NH2:1])[CH2:11][CH2:12][CH2:13][CH2:14][CH2:15]1, predict the reactants needed to synthesize it. The reactants are: [N+:1]([C:4]1[CH:5]=[N:6][CH:7]=[CH:8][C:9]=1[N:10]1[CH2:15][CH2:14][CH2:13][CH2:12][CH2:11]1)([O-])=O. (3) Given the product [CH3:5][CH2:4][N:3]([CH:6]([CH2:8][N:9]1[C:18]2[CH:19]=[CH:20][CH:21]=[CH:22][C:17]=2[S:16][C:15]2[CH:14]=[CH:13][CH:12]=[CH:11][C:10]1=2)[CH3:7])[CH2:2][CH3:1], predict the reactants needed to synthesize it. The reactants are: [CH3:1][CH2:2][N:3]([CH:6]([CH2:8][N:9]1[C:18]2[CH:19]=[CH:20][CH:21]=[CH:22][C:17]=2[S:16][C:15]2[CH:14]=[CH:13][CH:12]=[CH:11][C:10]1=2)[CH3:7])[CH2:4][CH3:5].Cl.[OH-].[Na+]. (4) Given the product [Cl:19][C:20]1[CH:25]=[CH:24][CH:23]=[C:22]([Cl:26])[C:21]=1[CH2:27][C:28]1[N:30]=[C:5]([C:7]2[S:11][C:10]([NH2:12])=[N:9][C:8]=2[CH3:17])[CH:4]=[CH:3][N:29]=1, predict the reactants needed to synthesize it. The reactants are: CN(C)/[CH:3]=[CH:4]/[C:5]([C:7]1[S:11][C:10]([N:12]=CN(C)C)=[N:9][C:8]=1[CH3:17])=O.[Cl:19][C:20]1[CH:25]=[CH:24][CH:23]=[C:22]([Cl:26])[C:21]=1[CH2:27][C:28]([NH2:30])=[NH:29].COCCO.[OH-].[Na+].